This data is from Human Reference Interactome with 51,813 positive PPI pairs across 8,248 proteins, plus equal number of experimentally-validated negative pairs. The task is: Binary Classification. Given two protein amino acid sequences, predict whether they physically interact or not. (1) Protein 2 (ENSG00000198728) has sequence MLDRDVGPTPMYPPTYLEPGIGRHTPYGNQTDYRIFELNKRLQNWTEECDNLWWDAFTTEFFEDDAMLTITFCLEDGPKRYTIGRTLIPRYFRSIFEGGATELYYVLKHPKEAFHSNFVSLDCDQGSMVTQHGKPMFTQVCVEGRLYLEFMFDDMMRIKTWHFSIRQHRELIPRSILAMHAQDPQMLDQLSKNITRCGLSNSTLNYLRLCVILEPMQELMSRHKTYSLSPRDCLKTCLFQKWQRMVAPPAEPTRQQPSKRRKRKMSGGSTMSSGGGNTNNSNSKKKSPASTFALSSQVPD.... Protein 1 (ENSG00000147684) has sequence MAFLASGPYLTHQQKVLRLYKRALRHLESWCVQRDKYRYFACLMRARFEEHKNEKDMAKATQLLKEAEEEFWYRQHPQPYIFPDSPGGTSYERYDCYKVPEWCLDDWHPSEKAMYPDYFAKREQWKKLRRESWEREVKQLQEETPPGGPLTEALPPARKEGDLPPLWWYIVTRPRERPM*MAFLASGPYLTHQQKVLRLYKRALRHLESWCVQRDKYRYFACLMRARFEEHKNEKDMAKATQLLKEAEEEFWYRQHPQPYIFPDSPGGTSYERYDCYKVPEWCLDDWHPSEKAMYPDYFA.... Result: 0 (the proteins do not interact). (2) Protein 1 (ENSG00000152192) has sequence MMSMNSKQPHFAMHPTLPEHKYPSLHSSSEAIRRACLPTPPLQSNLFASLDETLLARAEALAAVDIAVSQGKSHPFKPDATYHTMNSVPCTSTSTVPLAHHHHHHHHHQALEPGDLLDHISSPSLALMAGAGGAGAAAGGGGAHDGPGGGGGPGGGGGPGGGPGGGGGGGPGGGGGGPGGGLLGGSAHPHPHMHSLGHLSHPAAAAAMNMPSGLPHPGLVAAAAHHGAAAAAAAAAAGQVAAASAAAAVVGAAGLASICDSDTDPRELEAFAERFKQRRIKLGVTQADVGSALANLKIPG.... Protein 2 (ENSG00000165322) has sequence MKMADRSGKIIPGQVYIEVEYDYEYEAKDRKIVIKQGERYILVKKTNDDWWQVKPDENSKAFYVPAQYVKEVTRKALMPPVKQVAGLPNNSTKIMQSLHLQRSTENVNKLPELSSFGKPSSSVQGTGLIRDANQNFGPSYNQGQTVNLSLDLTHNNGKFNNDSHSPKVSSQNRTRSFGHFPGPEFLDVEKTSFSQEQSCDSAGEGSERIHQDSESGDELSSSSTEQIRATTPPNQGRPDSPVYANLQELKISQSALPPLPGSPAIQINGEWETHKDSSGRCYYYNRGTQERTWKPPRWTR.... Result: 0 (the proteins do not interact). (3) Protein 1 (ENSG00000076201) has sequence MEAVPRMPMIWLDLKEAGDFHFQPAVKKFVLKNYGENPEAYNEELKKLELLRQNAVRVPRDFEGCSVLRKYLGQLHYLQSRVPMGSGQEAAVPVTWTEIFSGKSVAHEDIKYEQACILYNLGALHSMLGAMDKRVSEEGMKVSCTHFQCAAGAFAYLREHFPQAYSVDMSRQILTLNVNLMLGQAQECLLEKSMLDNRKSFLVARISAQVVDYYKEACRALENPDTASLLGRIQKDWKKLVQMKIYYFAAVAHLHMGKQAEEQQKFGERVAYFQSALDKLNEAIKLAKGQPDTVQDALRF.... Protein 2 (ENSG00000275066) has sequence MALRPGAGSGGGGAAGAGAGSAGGGGFMFPVAGGIRPPQAGLMPMQQQGFPMVSVMQPNMQGIMGMNYSSQMSQGPIAMQAGIPMGPMPAAGMPYLGQAPFLGMRPPGPQYTPDMQKQFAEEQQKRFEQQQKLLEEERKRRQFEEQKQKLRLLSSVKPKTGEKSRDDALEAIKGNLDGFSRDAKMHPTPASHPKKPGVGVFPSQDPAQPRMPPWIYNESLVPDAYKKILETTMTPTGIDTAKLYPILMSSGLPRETLGQIWALANRTTPGKLTKEELYTVLAMIAVTQVVKPEEDDFQDF.... Result: 0 (the proteins do not interact). (4) Protein 1 (ENSG00000154359) has sequence MSSPAVARTSPGGSREMAPAPQGRGRFWEVGGGSGHRLERAAAESERWELLLRRGELLALGGHLKGALEAFAAALRRGAPARPECLGALVDCLVFNYRLRHGLGWSAAPVAGADGGAGGLLRCLGCRGFLSEPVTVPCGHSYCRRCLRRELRARCRLCRDRLPPATASATDAEGTAPRPPPLAAAIAASDFRTSVVLNHLAEKWFPGQRERARAAGRLGELLHQGRYREALAAACEALRAEPSDLIVKIYRAESYAGLQEFKAAIEDLNAVLFQLPDWPEVYFRKGKVLCDAGFLGDALQ.... Protein 2 (ENSG00000155749) has sequence MYPNPLIYCTCWDPWNLGPRKLIKTPQLPRKNSTGSSKLTPLVPAPKNHNYLQPTKPVVSPKMKIHSARQEETNKSFYEVINVSPGYQLVRNREQISVTLGDEMFDRKKRWESEIPDKGRFSRTNIISDLEEQISELTAIIEQMNRDHQSAQKLLSSEMDLRCAEMKQNFENKNRELKEAHEAELSELENNYKAALKAEKLAAQEKLEEMGKEYKYLKNMFRTYQDSIYDEMEEKWSKQKAKWKKDEKFERENILLQQKKKMTKKFEMESGEEDKKINESCSAVFENFIQEKEELLKQHQ.... Result: 1 (the proteins interact). (5) Protein 2 (ENSG00000067057) has sequence MNAAVRAVVRMGIYVGAKVYFIYEGYQGMVDGGSNIAEADWESVSSILQVGGTIIGSARCQAFRTREGRLKAACNLLQRGITNLCVIGGDGSLTGANLFRKEWSGLLEELARNGQIDKEAVQKYAYLNVVGMVGSIDNDFCGTDMTIGTDSALHRIIEVVDAIMTTAQSHQRTFVLEVMGRHCGYLALVSALACGADWVFLPESPPEEGWXADGHRMLAIYDGFDGFAKGQIKEIGWTDVGGWTGQGGSILGTKRVLPGKYLEEIATQMRTHSINALLIIGGFEAYKSACDMAEARGRHQ.... Result: 0 (the proteins do not interact). Protein 1 (ENSG00000109255) has sequence MLRTESCRPRSPAGQVAAASPLLLLLLLLAWCAGACRGAPILPQGLQPEQQLQLWNEIDDTCSSFLSIDSQPQASNALEELCFMIMGMLPKPQEQDEKDNTKRFLFHYSKTQKLGKSNVVSSVVHPLLQLVPHLHERRMKRFRVDEEFQSPFASQSRGYFLFRPRNGRRSAGFI*MLRTESCRPRSPAGQVAAASPLLLLLLLLAWCAGACRGAPILPQGLQPEQQLQLWNEIDDTCSSFLSIDSQPQASNALEELCFMIMGMLPKPQEQDEKDNTKRFLFHYSKTQKLGKSNVVEEFQS....